Dataset: Full USPTO retrosynthesis dataset with 1.9M reactions from patents (1976-2016). Task: Predict the reactants needed to synthesize the given product. (1) The reactants are: [F:1][C:2]([F:11])([F:10])[C:3]1[CH:4]=[C:5]([SH:9])[CH:6]=[CH:7][CH:8]=1.C([O-])([O-])=O.[K+].[K+].CS(O[CH:23]1[CH2:28][CH2:27][O:26][CH:25]([C:29]2[CH:30]=[N:31][C:32]([Cl:35])=[CH:33][CH:34]=2)[CH2:24]1)(=O)=O. Given the product [Cl:35][C:32]1[CH:33]=[CH:34][C:29]([CH:25]2[CH2:24][CH:23]([S:9][C:5]3[CH:6]=[CH:7][CH:8]=[C:3]([C:2]([F:1])([F:10])[F:11])[CH:4]=3)[CH2:28][CH2:27][O:26]2)=[CH:30][N:31]=1, predict the reactants needed to synthesize it. (2) Given the product [ClH:47].[O:3]1[C:8]2[CH:9]=[CH:10][C:11]([CH2:13][NH:14][CH:22]3[CH2:27][CH2:26][N:25]([CH2:28][CH2:29][N:30]4[C:39]5[C:34](=[CH:35][CH:36]=[C:37]([N:40]6[CH:44]=[CH:43][N:42]=[CH:41]6)[CH:38]=5)[C:33]([CH3:45])=[CH:32][C:31]4=[O:46])[CH2:24][CH2:23]3)=[CH:12][C:7]=2[O:6][CH2:5][CH2:4]1, predict the reactants needed to synthesize it. The reactants are: CO.[O:3]1[C:8]2[CH:9]=[CH:10][C:11]([CH2:13][N:14]([CH:22]3[CH2:27][CH2:26][N:25]([CH2:28][CH2:29][N:30]4[C:39]5[C:34](=[CH:35][CH:36]=[C:37]([N:40]6[CH:44]=[CH:43][N:42]=[CH:41]6)[CH:38]=5)[C:33]([CH3:45])=[CH:32][C:31]4=[O:46])[CH2:24][CH2:23]3)C(=O)OC(C)(C)C)=[CH:12][C:7]=2[O:6][CH2:5][CH2:4]1.[ClH:47].C(OCC)(=O)C. (3) Given the product [CH3:9][O:10][C:11](=[O:36])[C:12]1[CH:13]=[CH:14][C:15]([CH2:18][N:19]2[C:30]3[C:35](=[CH:34][CH:33]=[CH:32][CH:31]=3)/[C:21](=[C:22](\[C:5]3[CH:6]=[CH:7][C:2]([Cl:1])=[CH:3][CH:4]=3)/[C:23]3[CH:24]=[CH:25][CH:26]=[CH:27][CH:28]=3)/[C:20]2=[O:29])=[CH:16][CH:17]=1, predict the reactants needed to synthesize it. The reactants are: [Cl:1][C:2]1[CH:7]=[CH:6][C:5](I)=[CH:4][CH:3]=1.[CH3:9][O:10][C:11](=[O:36])[C:12]1[CH:17]=[CH:16][C:15]([CH2:18][N:19]([C:30]2[CH:35]=[CH:34][CH:33]=[CH:32][CH:31]=2)[C:20](=[O:29])[C:21]#[C:22][C:23]2[CH:28]=[CH:27][CH:26]=[CH:25][CH:24]=2)=[CH:14][CH:13]=1. (4) The reactants are: [NH:1]1[CH2:5][CH2:4][C@@H:3]([NH:6][C:7]2[C:12]([C:13]3[N:14]=[C:15]4[CH:21]=[CH:20][N:19]([CH2:22][O:23][CH2:24][CH2:25][Si:26]([CH3:29])([CH3:28])[CH3:27])[C:16]4=[N:17][CH:18]=3)=[CH:11][CH:10]=[CH:9][N:8]=2)[CH2:2]1.[CH3:30][CH:31]([S:33](Cl)(=[O:35])=[O:34])[CH3:32]. Given the product [CH3:30][CH:31]([S:33]([N:1]1[CH2:5][CH2:4][C@@H:3]([NH:6][C:7]2[C:12]([C:13]3[N:14]=[C:15]4[CH:21]=[CH:20][N:19]([CH2:22][O:23][CH2:24][CH2:25][Si:26]([CH3:29])([CH3:28])[CH3:27])[C:16]4=[N:17][CH:18]=3)=[CH:11][CH:10]=[CH:9][N:8]=2)[CH2:2]1)(=[O:35])=[O:34])[CH3:32], predict the reactants needed to synthesize it. (5) Given the product [CH:23]1[N:22]2[C:21]3[CH:20]=[CH:16][CH:17]=[C:3]([C:2]([NH2:11])=[O:1])[C:30]=3[N:28]=[CH:27][C:26]2=[CH:25][N:24]=1, predict the reactants needed to synthesize it. The reactants are: [O:1]=[C:2]1[NH:11]C2C(C(O)=O)=CC=CC=2N2C=[CH:16][CH:17]=[C:3]12.[Cl-].[NH4+].[CH3:20][CH2:21][N:22]=[C:23]=[N:24][CH2:25][CH2:26][CH2:27][N:28]([CH3:30])C.Cl.C1C=CC2N(O)N=NC=2C=1.CCN(C(C)C)C(C)C. (6) Given the product [Br:1][C:2]1[CH:14]=[C:13]([C:15]([NH2:16])=[O:17])[C:12]2[NH:11][C:10]3[C:5]([C:4]=2[CH:3]=1)=[CH:6][C:7]([C:18]([N:45]1[CH2:50][CH2:49][O:48][CH2:47][CH2:46]1)=[O:20])=[CH:8][CH:9]=3, predict the reactants needed to synthesize it. The reactants are: [Br:1][C:2]1[CH:3]=[C:4]2[C:12](=[C:13]([C:15](=[O:17])[NH2:16])[CH:14]=1)[NH:11][C:10]1[CH:9]=[CH:8][C:7]([C:18]([OH:20])=O)=[CH:6][C:5]2=1.CN(C(ON1N=NC2C=CC=NC1=2)=[N+](C)C)C.F[P-](F)(F)(F)(F)F.[NH:45]1[CH2:50][CH2:49][O:48][CH2:47][CH2:46]1.O. (7) Given the product [C:1]([O:5][C:6](=[O:37])[NH:7][C@H:8]1[CH2:9][CH2:10][C@H:11]([CH:14]2[CH2:27][C:26]3[C:25]4[C:20](=[CH:21][CH:22]=[C:23]([O:28][CH3:29])[N:24]=4)[N:19]=[CH:18][C:17]=3[NH:16][CH2:15]2)[CH2:12][CH2:13]1)([CH3:4])([CH3:3])[CH3:2], predict the reactants needed to synthesize it. The reactants are: [C:1]([O:5][C:6](=[O:37])[NH:7][C@H:8]1[CH2:13][CH2:12][C@H:11]([C:14]2[CH2:15][N:16](CC3C=CC=CC=3)[C:17]3[CH:18]=[N:19][C:20]4[C:25]([C:26]=3[CH:27]=2)=[N:24][C:23]([O:28][CH3:29])=[CH:22][CH:21]=4)[CH2:10][CH2:9]1)([CH3:4])([CH3:3])[CH3:2].